This data is from Forward reaction prediction with 1.9M reactions from USPTO patents (1976-2016). The task is: Predict the product of the given reaction. (1) Given the reactants Cl[C:2]1[N:9]=[CH:8][CH:7]=[CH:6][C:3]=1[C:4]#[N:5].[F:10][C:11]1[CH:16]=[CH:15][CH:14]=[C:13]([O:17][CH3:18])[C:12]=1B(O)O, predict the reaction product. The product is: [F:10][C:11]1[CH:16]=[CH:15][C:14]([C:2]2[N:9]=[CH:8][CH:7]=[CH:6][C:3]=2[C:4]#[N:5])=[C:13]([O:17][CH3:18])[CH:12]=1. (2) The product is: [CH3:27][O:26][C:20]1[CH:21]=[CH:22][C:23]2[CH:24]([CH2:1][CH3:2])[CH:16]3[CH2:15][NH:14][CH2:28][CH:17]3[C:18]=2[CH:19]=1. Given the reactants [CH3:1][C:2](C)([O-])C.[K+].C([N:14]1[CH2:28][CH:17]2[C:18]3[CH:19]=[C:20]([O:26][CH3:27])[CH:21]=[CH:22][C:23]=3[C:24](=O)[CH:16]2[CH2:15]1)C1C=CC=CC=1, predict the reaction product. (3) Given the reactants [Br:1][C:2]1[CH:3]=[C:4]([CH:7]=[CH:8][C:9]=1[OH:10])[C:5]#[N:6].C(=O)([O-])[O-].[K+].[K+].C(Br)C=C.[CH2:21]([O:24]CC=C)[CH:22]=[CH2:23].C(C1C(C(F)(F)F)=CC=C(Cl)C=1O)C=C.C(C1C=C(C=C(Br)C=1O)C#N)C=C.ClC1C=C(C=CC=1)C(OO)=O.ClC1C2OC(CO)CC=2C(C(F)(F)F)=CC=1, predict the reaction product. The product is: [Br:1][C:2]1[C:9]2[O:10][CH:22]([CH2:21][OH:24])[CH2:23][C:8]=2[CH:7]=[C:4]([C:5]#[N:6])[CH:3]=1.